This data is from Full USPTO retrosynthesis dataset with 1.9M reactions from patents (1976-2016). The task is: Predict the reactants needed to synthesize the given product. (1) Given the product [C:28]([OH:30])(=[O:29])[C:27]1[CH:32]=[CH:33][CH:24]=[CH:25][CH:26]=1, predict the reactants needed to synthesize it. The reactants are: N[C@]12CC[C@@H](C(C)=C)[C@@H]1[C@@H]1[C@@](C)(CC2)[C@@]2(C)[C@@H]([C@]3(C)[C@@H](CC2)C(C)(C)C([C:24]2[CH:33]=[CH:32][C:27]([C:28]([O:30]C)=[O:29])=[C:26](F)[CH:25]=2)=CC3)CC1.[I-].[K+].P(=O)(O)(O)O.[K]. (2) Given the product [OH:1][C@H:2]1[CH2:6][N:5]([CH2:7][C:8]2[CH:9]=[C:10]([C:16]3[CH:21]=[CH:20][CH:19]=[C:18]([N+:22]([O-:24])=[O:23])[CH:17]=3)[C:11]([O:14][CH3:15])=[CH:12][CH:13]=2)[C:4](=[O:25])[CH2:3]1, predict the reactants needed to synthesize it. The reactants are: [OH:1][C@@H:2]1[CH2:6][N:5]([CH2:7][C:8]2[CH:9]=[C:10]([C:16]3[CH:21]=[CH:20][CH:19]=[C:18]([N+:22]([O-:24])=[O:23])[CH:17]=3)[C:11]([O:14][CH3:15])=[CH:12][CH:13]=2)[C:4](=[O:25])[CH2:3]1.O[C@H]1CNC(=O)C1. (3) The reactants are: [C:1]([C:5]1[CH:10]=[CH:9][C:8]([NH:11][C:12](=[O:20])[C:13]2[CH:18]=[CH:17][CH:16]=[N:15][C:14]=2Cl)=[CH:7][C:6]=1[O:21][CH2:22][CH:23]1[CH2:28][CH2:27][N:26]([C:29]([O:31][C:32]([CH3:35])([CH3:34])[CH3:33])=[O:30])[CH2:25][CH2:24]1)([CH3:4])([CH3:3])[CH3:2].CCN(C(C)C)C(C)C.[F:45][C:46]1[CH:53]=[CH:52][C:49]([CH2:50][NH2:51])=[CH:48][CH:47]=1. Given the product [C:1]([C:5]1[CH:10]=[CH:9][C:8]([NH:11][C:12](=[O:20])[C:13]2[CH:18]=[CH:17][CH:16]=[N:15][C:14]=2[NH:51][CH2:50][C:49]2[CH:52]=[CH:53][C:46]([F:45])=[CH:47][CH:48]=2)=[CH:7][C:6]=1[O:21][CH2:22][CH:23]1[CH2:28][CH2:27][N:26]([C:29]([O:31][C:32]([CH3:35])([CH3:34])[CH3:33])=[O:30])[CH2:25][CH2:24]1)([CH3:4])([CH3:3])[CH3:2], predict the reactants needed to synthesize it. (4) Given the product [Cl:1][C:2]1[CH:12]=[C:11]([F:13])[C:10]([F:14])=[CH:9][C:3]=1[C:4]([NH:6][C:7]([NH:15][C:16]1[CH:17]=[C:18]([C:23]2[NH:27][C:26]([CH3:28])=[N:25][N:24]=2)[CH:19]=[CH:20][C:21]=1[Cl:22])=[O:8])=[O:5], predict the reactants needed to synthesize it. The reactants are: [Cl:1][C:2]1[CH:12]=[C:11]([F:13])[C:10]([F:14])=[CH:9][C:3]=1[C:4]([N:6]=[C:7]=[O:8])=[O:5].[NH2:15][C:16]1[CH:17]=[C:18]([C:23]2[NH:27][C:26]([CH3:28])=[N:25][N:24]=2)[CH:19]=[CH:20][C:21]=1[Cl:22]. (5) Given the product [CH2:1]([C:3]1[C:4]([O:23][CH3:24])=[CH:5][C:6]([O:21][CH3:22])=[C:7]([N:9]2[C:10]3[CH:15]=[CH:14][C:13]([C:16]([F:17])([F:18])[F:19])=[CH:12][C:11]=3[NH:20][C:33]2=[O:35])[CH:8]=1)[CH3:2], predict the reactants needed to synthesize it. The reactants are: [CH2:1]([C:3]1[C:4]([O:23][CH3:24])=[CH:5][C:6]([O:21][CH3:22])=[C:7]([NH:9][C:10]2[C:11]([NH2:20])=[CH:12][C:13]([C:16]([F:19])([F:18])[F:17])=[CH:14][CH:15]=2)[CH:8]=1)[CH3:2].C(N(CC)CC)C.Cl[C:33](Cl)([O:35]C(=O)OC(Cl)(Cl)Cl)Cl.C(=O)([O-])O. (6) Given the product [N:6]1([CH2:5][C:4]([NH:13][NH2:14])=[O:3])[CH2:11][CH2:10][CH2:9][CH2:8][CH2:7]1, predict the reactants needed to synthesize it. The reactants are: C([O:3][C:4](=O)[CH2:5][N:6]1[CH2:11][CH2:10][CH2:9][CH2:8][CH2:7]1)C.[NH2:13][NH2:14].